From a dataset of Reaction yield outcomes from USPTO patents with 853,638 reactions. Predict the reaction yield, written as a fraction of the theoretical maximum amount of product (1.0 means a 100% yield; for example, 0.34 means a 34% yield). (1) The reactants are [Si:1]([O:8]S(C(F)(F)F)(=O)=O)([C:4]([CH3:7])([CH3:6])[CH3:5])([CH3:3])[CH3:2].O[C@@H:17]1[N:23]([C:24]([O:26][CH2:27][C:28]2[CH:33]=[CH:32][C:31]([NH:34][NH:35][CH:36]([CH3:52])[C:37]([NH:39][CH:40]([CH:49]([CH3:51])[CH3:50])[C:41](=[O:48])[C:42]([O:44][CH2:45][CH:46]=[CH2:47])=[O:43])=[O:38])=[CH:30][CH:29]=2)=[O:25])[C:22]2[CH:53]=[C:54]([O:59][Si:60]([CH:67]([CH3:69])[CH3:68])([CH:64]([CH3:66])[CH3:65])[CH:61]([CH3:63])[CH3:62])[C:55]([O:57][CH3:58])=[CH:56][C:21]=2[C:20](=[O:70])[N:19]2[CH:71]=[C:72]([CH3:74])[CH2:73][C@@H:18]12.N1C(C)=CC=CC=1C. The catalyst is ClCCl. The product is [Si:1]([O:8][C@@H:17]1[N:23]([C:24]([O:26][CH2:27][C:28]2[CH:29]=[CH:30][C:31]([NH:34][NH:35][CH:36]([CH3:52])[C:37]([NH:39][CH:40]([CH:49]([CH3:51])[CH3:50])[C:41](=[O:48])[C:42]([O:44][CH2:45][CH:46]=[CH2:47])=[O:43])=[O:38])=[CH:32][CH:33]=2)=[O:25])[C:22]2[CH:53]=[C:54]([O:59][Si:60]([CH:64]([CH3:66])[CH3:65])([CH:67]([CH3:68])[CH3:69])[CH:61]([CH3:62])[CH3:63])[C:55]([O:57][CH3:58])=[CH:56][C:21]=2[C:20](=[O:70])[N:19]2[CH:71]=[C:72]([CH3:74])[CH2:73][C@@H:18]12)([C:4]([CH3:7])([CH3:6])[CH3:5])([CH3:3])[CH3:2]. The yield is 0.650. (2) The reactants are [CH2:1]1[C:9]2[C:4](=[CH:5][C:6]([S:10](Cl)(=[O:12])=[O:11])=[CH:7][CH:8]=2)[CH2:3][CH2:2]1.[NH2:14][C:15]1[CH:20]=[CH:19][CH:18]=[CH:17][C:16]=1[S:21]([NH2:24])(=[O:23])=[O:22]. The catalyst is N1C=CC=CC=1. The yield is 0.320. The product is [S:21]([C:16]1[CH:17]=[CH:18][CH:19]=[CH:20][C:15]=1[NH:14][S:10]([C:6]1[CH:5]=[C:4]2[C:9](=[CH:8][CH:7]=1)[CH2:1][CH2:2][CH2:3]2)(=[O:12])=[O:11])(=[O:22])(=[O:23])[NH2:24]. (3) The reactants are Br[C:2]1[CH:3]=[C:4]2[C:9](=[CH:10][CH:11]=1)[C:8]([NH2:12])=[N:7][CH:6]=[CH:5]2.[CH3:13][N:14](C=O)C. The catalyst is [C-]#N.[C-]#N.[Zn+2].C1C=CC(P(C2C=CC=CC=2)C2C=CC=CC=2)=CC=1.C1C=CC(P(C2C=CC=CC=2)C2C=CC=CC=2)=CC=1.C1C=CC(P(C2C=CC=CC=2)C2C=CC=CC=2)=CC=1.C1C=CC(P(C2C=CC=CC=2)C2C=CC=CC=2)=CC=1.[Pd]. The product is [NH2:12][C:8]1[C:9]2[C:4](=[CH:3][C:2]([C:13]#[N:14])=[CH:11][CH:10]=2)[CH:5]=[CH:6][N:7]=1. The yield is 0.590. (4) The reactants are [F:1][C:2]1[CH:7]=[C:6]([N+:8]([O-])=O)[CH:5]=[CH:4][C:3]=1[N:11]1[CH:15]=[CH:14][N:13]=[CH:12]1.[BH4-].[Na+]. The catalyst is CO.C(OCC)(=O)C.O.O.O.O.O.O.[Ni](Cl)Cl. The product is [F:1][C:2]1[CH:7]=[C:6]([NH2:8])[CH:5]=[CH:4][C:3]=1[N:11]1[CH:15]=[CH:14][N:13]=[CH:12]1. The yield is 0.880. (5) The reactants are [CH2:1]([O:8][C:9]1[CH:10]=[CH:11][C:12]([C@@H:20]([O:23][Si:24]([C:27]([CH3:30])([CH3:29])[CH3:28])([CH3:26])[CH3:25])[CH2:21]Br)=[C:13]2[C:18]=1[NH:17][C:16](=[O:19])[CH:15]=[CH:14]2)[C:2]1[CH:7]=[CH:6][CH:5]=[CH:4][CH:3]=1.[I-].[Na+].[N-:33]=[N+:34]=[N-:35].[Na+]. The catalyst is CN(C)C=O.O.C(OCC)(=O)C. The product is [N:33]([CH2:21][C@@H:20]([C:12]1[CH:11]=[CH:10][C:9]([O:8][CH2:1][C:2]2[CH:7]=[CH:6][CH:5]=[CH:4][CH:3]=2)=[C:18]2[C:13]=1[CH:14]=[CH:15][C:16](=[O:19])[NH:17]2)[O:23][Si:24]([C:27]([CH3:30])([CH3:29])[CH3:28])([CH3:26])[CH3:25])=[N+:34]=[N-:35]. The yield is 0.880. (6) The reactants are [CH3:1][O:2][C:3]1[C:4]([NH:15][C:16](=[O:20])OCC)=[N:5][C:6]2[C:11]([N:12]=1)=[CH:10][C:9]([O:13][CH3:14])=[CH:8][CH:7]=2.[Cl:21][C:22]1[CH:27]=[CH:26][C:25]([N:28]2[CH2:33][CH2:32][NH:31][CH2:30][CH2:29]2)=[CH:24][CH:23]=1. No catalyst specified. The product is [CH3:1][O:2][C:3]1[C:4]([NH:15][C:16]([N:31]2[CH2:30][CH2:29][N:28]([C:25]3[CH:24]=[CH:23][C:22]([Cl:21])=[CH:27][CH:26]=3)[CH2:33][CH2:32]2)=[O:20])=[N:5][C:6]2[C:11]([N:12]=1)=[CH:10][C:9]([O:13][CH3:14])=[CH:8][CH:7]=2. The yield is 0.930. (7) The reactants are C(OC([NH:7][C@H:8]([CH:80]([CH3:82])[CH3:81])[C:9]([NH:11][C@H:12]([CH3:79])[C:13]([NH:15][C:16]1[CH:78]=[CH:77][C:19]([CH2:20][O:21][C:22]([N:24]2[C:30]3[CH:31]=[C:32]([O:37][CH2:38][CH2:39][CH2:40][O:41][C:42]4[C:43]([O:67][CH3:68])=[CH:44][C:45]5[C:51](=[O:52])[N:50]6[CH:53]=[C:54](/[CH:56]=[CH:57]/[CH3:58])[CH2:55][C@H:49]6[C@H:48](O)[N:47](C(OCC=C)=O)[C:46]=5[CH:66]=4)[C:33]([O:35][CH3:36])=[CH:34][C:29]=3[C:28](=[O:69])[N:27]3[CH:70]=[C:71](/[CH:73]=[CH:74]/[CH3:75])[CH2:72][C@H:26]3[C@@H:25]2[OH:76])=[O:23])=[CH:18][CH:17]=1)=[O:14])=[O:10])=O)C=C.N1CCCC1. The catalyst is C(Cl)Cl. The product is [OH:76][C@@H:25]1[N:24]([C:22]([O:21][CH2:20][C:19]2[CH:77]=[CH:78][C:16]([NH:15][C:13](=[O:14])[C@H:12]([NH:11][C:9](=[O:10])[C@H:8]([NH2:7])[CH:80]([CH3:81])[CH3:82])[CH3:79])=[CH:17][CH:18]=2)=[O:23])[C:30]2[CH:31]=[C:32]([O:37][CH2:38][CH2:39][CH2:40][O:41][C:42]3[C:43]([O:67][CH3:68])=[CH:44][C:45]4[C:51](=[O:52])[N:50]5[CH:53]=[C:54](/[CH:56]=[CH:57]/[CH3:58])[CH2:55][C@H:49]5[CH:48]=[N:47][C:46]=4[CH:66]=3)[C:33]([O:35][CH3:36])=[CH:34][C:29]=2[C:28](=[O:69])[N:27]2[CH:70]=[C:71](/[CH:73]=[CH:74]/[CH3:75])[CH2:72][C@@H:26]12. The yield is 1.00.